This data is from Full USPTO retrosynthesis dataset with 1.9M reactions from patents (1976-2016). The task is: Predict the reactants needed to synthesize the given product. (1) Given the product [CH2:20]([N:14]1[C:15](=[O:19])[C@H:16]([NH:18][C:46]([N:48]2[CH2:53][CH2:52][CH:51]([N:54]3[CH2:63][C:62]4[C:57](=[CH:58][CH:59]=[CH:60][CH:61]=4)[NH:56][C:55]3=[O:64])[CH2:50][CH2:49]2)=[O:47])[CH2:17][C:11]2[CH:10]=[CH:9][C:8]([NH:7][C:6](=[O:29])[O:5][C:1]([CH3:4])([CH3:3])[CH3:2])=[C:27]([CH3:28])[C:12]=2[CH2:13]1)[C:21]1[CH:22]=[CH:23][CH:24]=[CH:25][CH:26]=1, predict the reactants needed to synthesize it. The reactants are: [C:1]([O:5][C:6](=[O:29])[NH:7][C:8]1[CH:9]=[CH:10][C:11]2[CH2:17][C@@H:16]([NH2:18])[C:15](=[O:19])[N:14]([CH2:20][C:21]3[CH:26]=[CH:25][CH:24]=[CH:23][CH:22]=3)[CH2:13][C:12]=2[C:27]=1[CH3:28])([CH3:4])([CH3:3])[CH3:2].C(N1C(=O)[C@H](N[C:46]([N:48]2[CH2:53][CH2:52][CH:51]([N:54]3[CH2:63][C:62]4[C:57](=[CH:58][CH:59]=[CH:60][CH:61]=4)[NH:56][C:55]3=[O:64])[CH2:50][CH2:49]2)=[O:47])CC2C=C(C)C(NC(=O)OC(C)(C)C)=CC=2C1)C1C=CC=CC=1. (2) Given the product [Cl:15][N:9]1[CH2:8][CH:7]2[CH:11]([CH2:12][CH:4]3[O:3][C:2]([CH3:14])([CH3:1])[O:13][CH:5]3[CH2:6]2)[CH2:10]1, predict the reactants needed to synthesize it. The reactants are: [CH3:1][C:2]1([CH3:14])[O:13][CH:5]2[CH2:6][CH:7]3[CH:11]([CH2:12][CH:4]2[O:3]1)[CH2:10][NH:9][CH2:8]3.[Cl:15]N1C(=O)CCC1=O. (3) Given the product [OH:26][C:21]1[CH:22]=[CH:23][CH:24]=[CH:25][C:20]=1[C:11]1[N:10]=[C:9]([N:5]2[CH2:6][CH2:7][CH2:8][C@@H:3]([CH2:2][NH:1][C:28](=[O:29])[O:30][C@@H:31]3[CH2:35][CH2:34][O:33][CH2:32]3)[CH2:4]2)[C:18]2[C:13](=[CH:14][C:15]([CH3:19])=[CH:16][CH:17]=2)[N:12]=1, predict the reactants needed to synthesize it. The reactants are: [NH2:1][CH2:2][C@@H:3]1[CH2:8][CH2:7][CH2:6][N:5]([C:9]2[C:18]3[C:13](=[CH:14][C:15]([CH3:19])=[CH:16][CH:17]=3)[N:12]=[C:11]([C:20]3[CH:25]=[CH:24][CH:23]=[CH:22][C:21]=3[OH:26])[N:10]=2)[CH2:4]1.Cl[C:28]([O:30][C@@H:31]1[CH2:35][CH2:34][O:33][CH2:32]1)=[O:29].C(N(CC)CC)C. (4) Given the product [CH:13]1([CH2:16][N:17]2[C:22](=[O:23])[C:21]([CH2:24][C:25]3[CH:30]=[CH:29][C:28]([C:31]4[CH:36]=[CH:35][CH:34]=[CH:33][C:32]=4[C:37]4[NH:3][C:4](=[O:7])[O:5][N:38]=4)=[CH:27][CH:26]=3)=[C:20]([CH2:39][CH2:40][CH3:41])[N:19]3[N:42]=[CH:43][N:44]=[C:18]23)[CH2:14][CH2:15]1, predict the reactants needed to synthesize it. The reactants are: [Cl-].O[NH3+:3].[C:4](=[O:7])([O-])[OH:5].[Na+].CS(C)=O.[CH:13]1([CH2:16][N:17]2[C:22](=[O:23])[C:21]([CH2:24][C:25]3[CH:30]=[CH:29][C:28]([C:31]4[C:32]([C:37]#[N:38])=[CH:33][CH:34]=[CH:35][CH:36]=4)=[CH:27][CH:26]=3)=[C:20]([CH2:39][CH2:40][CH3:41])[N:19]3[N:42]=[CH:43][N:44]=[C:18]23)[CH2:15][CH2:14]1. (5) Given the product [CH:1]([C:4]1[CH:9]=[CH:8][C:7]([CH2:10][C:11]([N:13]2[CH2:22][CH2:21][C:20]3[C:15](=[C:16]([C:25]([N:32]4[CH2:33][CH2:34][N:29]([CH3:28])[CH2:30][CH2:31]4)=[O:27])[CH:17]=[CH:18][C:19]=3[O:23][CH3:24])[CH2:14]2)=[O:12])=[CH:6][CH:5]=1)([CH3:3])[CH3:2], predict the reactants needed to synthesize it. The reactants are: [CH:1]([C:4]1[CH:9]=[CH:8][C:7]([CH2:10][C:11]([N:13]2[CH2:22][CH2:21][C:20]3[C:15](=[C:16]([C:25]([OH:27])=O)[CH:17]=[CH:18][C:19]=3[O:23][CH3:24])[CH2:14]2)=[O:12])=[CH:6][CH:5]=1)([CH3:3])[CH3:2].[CH3:28][N:29]1[CH2:34][CH2:33][NH:32][CH2:31][CH2:30]1.C(N(CC)CC)C.CN(C(ON1N=NC2C=CC=NC1=2)=[N+](C)C)C.F[P-](F)(F)(F)(F)F. (6) Given the product [CH3:19][SiH:20]([CH3:25])[O:21][Si:22]([CH3:24])([CH3:23])[O:21][SiH:20]([CH3:25])[CH3:19], predict the reactants needed to synthesize it. The reactants are: C(OC1C=CC(C(C2C=CC=CC=2)=O)=CC=1)C=C.[CH3:19][SiH:20]([CH3:25])[O:21][SiH:22]([CH3:24])[CH3:23].C(OC1C=CC(C(C2C=CC=CC=2)=O)=CC=1)C=C.C1COCC1. (7) Given the product [CH2:14]([C:16]1[CH:17]=[C:18]([NH:1][C:2]2[NH:7][C:6](=[O:8])[N:5]([CH2:9][CH2:10][SH:11])[C:4](=[O:12])[CH:3]=2)[CH:20]=[CH:21][C:22]=1[CH3:23])[CH3:15], predict the reactants needed to synthesize it. The reactants are: [NH2:1][C:2]1[NH:7][C:6](=[O:8])[N:5]([CH2:9][CH2:10][SH:11])[C:4](=[O:12])[CH:3]=1.Cl.[CH2:14]([C:16]1[CH:17]=[C:18]([CH:20]=[CH:21][C:22]=1[CH3:23])N)[CH3:15].C(N(CC)C(C)C)(C)C. (8) Given the product [F:12][C:13]([F:24])([F:25])[C:14]1[CH:15]=[C:16]([CH2:20][CH2:21][CH2:22][O:23][S:7]([C:4]2[CH:5]=[CH:6][C:1]([CH3:11])=[CH:2][CH:3]=2)(=[O:9])=[O:8])[CH:17]=[CH:18][CH:19]=1, predict the reactants needed to synthesize it. The reactants are: [C:1]1([CH3:11])[CH:6]=[CH:5][C:4]([S:7](Cl)(=[O:9])=[O:8])=[CH:3][CH:2]=1.[F:12][C:13]([F:25])([F:24])[C:14]1[CH:15]=[C:16]([CH2:20][CH2:21][CH2:22][OH:23])[CH:17]=[CH:18][CH:19]=1.C(N(CC)CC)C. (9) Given the product [CH3:1][C:2]1[CH:7]=[CH:6][N:5]=[C:4]([C:8]2[CH:15]=[CH:14][C:11]([CH:12]=[CH:24][CH:25]=[O:26])=[CH:10][CH:9]=2)[N:3]=1, predict the reactants needed to synthesize it. The reactants are: [CH3:1][C:2]1[CH:7]=[CH:6][N:5]=[C:4]([C:8]2[CH:15]=[CH:14][C:11]([CH:12]=O)=[CH:10][CH:9]=2)[N:3]=1.N1(C2C=C[C:24]([CH:25]=[O:26])=CC=2)C=CC=N1. (10) Given the product [CH2:1]([N:7]([CH3:26])[C:8]1[CH:25]=[CH:24][C:11]([CH:12]=[C:13]2[S:17][C:16](=[S:18])[N:15]([CH2:19][C:20]([NH:43][S:40]([CH3:39])(=[O:42])=[O:41])=[O:21])[C:14]2=[O:23])=[CH:10][CH:9]=1)[CH2:2][CH2:3][CH2:4][CH2:5][CH3:6], predict the reactants needed to synthesize it. The reactants are: [CH2:1]([N:7]([CH3:26])[C:8]1[CH:25]=[CH:24][C:11]([CH:12]=[C:13]2[S:17][C:16](=[S:18])[N:15]([CH2:19][C:20](O)=[O:21])[C:14]2=[O:23])=[CH:10][CH:9]=1)[CH2:2][CH2:3][CH2:4][CH2:5][CH3:6].C(N1C=CN=C1)(N1C=CN=C1)=O.[CH3:39][S:40]([NH2:43])(=[O:42])=[O:41].[H-].[Na+].Cl.